This data is from NCI-60 drug combinations with 297,098 pairs across 59 cell lines. The task is: Regression. Given two drug SMILES strings and cell line genomic features, predict the synergy score measuring deviation from expected non-interaction effect. (1) Drug 1: B(C(CC(C)C)NC(=O)C(CC1=CC=CC=C1)NC(=O)C2=NC=CN=C2)(O)O. Drug 2: CC1CC(C(C(C=C(C(C(C=CC=C(C(=O)NC2=CC(=O)C(=C(C1)C2=O)OC)C)OC)OC(=O)N)C)C)O)OC. Cell line: NCIH23. Synergy scores: CSS=60.9, Synergy_ZIP=-2.22, Synergy_Bliss=-5.12, Synergy_Loewe=-7.10, Synergy_HSA=-2.72. (2) Drug 1: CN(C)N=NC1=C(NC=N1)C(=O)N. Drug 2: CCC1(CC2CC(C3=C(CCN(C2)C1)C4=CC=CC=C4N3)(C5=C(C=C6C(=C5)C78CCN9C7C(C=CC9)(C(C(C8N6C)(C(=O)OC)O)OC(=O)C)CC)OC)C(=O)OC)O.OS(=O)(=O)O. Cell line: HS 578T. Synergy scores: CSS=19.2, Synergy_ZIP=-1.84, Synergy_Bliss=-6.92, Synergy_Loewe=-42.1, Synergy_HSA=-8.19. (3) Drug 1: CC12CCC3C(C1CCC2=O)CC(=C)C4=CC(=O)C=CC34C. Drug 2: CN(CC1=CN=C2C(=N1)C(=NC(=N2)N)N)C3=CC=C(C=C3)C(=O)NC(CCC(=O)O)C(=O)O. Cell line: DU-145. Synergy scores: CSS=53.9, Synergy_ZIP=-1.12, Synergy_Bliss=-1.45, Synergy_Loewe=0.439, Synergy_HSA=1.44.